This data is from Reaction yield outcomes from USPTO patents with 853,638 reactions. The task is: Predict the reaction yield, written as a fraction of the theoretical maximum amount of product (1.0 means a 100% yield; for example, 0.34 means a 34% yield). The reactants are [CH3:1][O:2][C:3]([C:5]1[CH:6]=[C:7]2[C:11](=[CH:12][CH:13]=1)[NH:10][CH:9]=[C:8]2[CH2:14]N(C)C)=[O:4].CI.[C-:20]#[N:21].[Na+]. The catalyst is C1COCC1.O. The product is [CH3:1][O:2][C:3]([C:5]1[CH:6]=[C:7]2[C:11](=[CH:12][CH:13]=1)[NH:10][CH:9]=[C:8]2[CH2:14][C:20]#[N:21])=[O:4]. The yield is 0.560.